This data is from Catalyst prediction with 721,799 reactions and 888 catalyst types from USPTO. The task is: Predict which catalyst facilitates the given reaction. (1) Reactant: [F:1][C:2]1[CH:20]=[C:19]([F:21])[CH:18]=[CH:17][C:3]=1[CH2:4][N:5]1[C:13]2[C:8](=[CH:9][C:10]([C:14]([OH:16])=O)=[CH:11][CH:12]=2)[CH:7]=[CH:6]1.[C:22]1([C:28]([NH2:31])([CH3:30])[CH3:29])[CH:27]=[CH:26][CH:25]=[CH:24][CH:23]=1.CCN(C(C)C)C(C)C.CN(C(ON1N=NC2C=CC=NC1=2)=[N+](C)C)C.F[P-](F)(F)(F)(F)F. Product: [F:1][C:2]1[CH:20]=[C:19]([F:21])[CH:18]=[CH:17][C:3]=1[CH2:4][N:5]1[C:13]2[C:8](=[CH:9][C:10]([C:14]([NH:31][C:28]([C:22]3[CH:27]=[CH:26][CH:25]=[CH:24][CH:23]=3)([CH3:30])[CH3:29])=[O:16])=[CH:11][CH:12]=2)[CH:7]=[CH:6]1. The catalyst class is: 2. (2) Reactant: C([O:8][P:9]([O:19][CH2:20][C@H:21]1[O:63][C@H:62]([CH2:64][O:65][P:66]([O:76]CC2C=CC=CC=2)([O:68]CC2C=CC=CC=2)=[O:67])[C@@H:42]([O:43][P:44]([O:54]CC2C=CC=CC=2)([O:46]CC2C=CC=CC=2)=[O:45])[C@@H:22]1[O:23][P:24]([O:34]CC1C=CC=CC=1)([O:26]CC1C=CC=CC=1)=[O:25])([O:11]CC1C=CC=CC=1)=[O:10])C1C=CC=CC=1.C([O-])(O)=O.[Na+:88]. Product: [P:9]([O:19][CH2:20][C@H:21]1[O:63][C@H:62]([CH2:64][O:65][P:66]([OH:76])([OH:68])=[O:67])[C@@H:42]([O:43][P:44]([OH:54])([OH:46])=[O:45])[C@@H:22]1[O:23][P:24]([O-:26])([O-:34])=[O:25])([O-:11])([O-:10])=[O:8].[Na+:88].[Na+:88].[Na+:88].[Na+:88]. The catalyst class is: 748. (3) Reactant: [CH2:1]([O:8][C:9]([N:11]1[CH2:15][CH:14]([OH:16])[CH2:13][CH:12]1[C:17]([C:19]1[C:27]2[C:22](=[CH:23][C:24]([F:28])=[CH:25][CH:26]=2)[NH:21][CH:20]=1)=O)=[O:10])[C:2]1[CH:7]=[CH:6][CH:5]=[CH:4][CH:3]=1.[Li+].[BH4-].CS(O)(=O)=O. Product: [CH2:1]([O:8][C:9]([N:11]1[CH2:15][CH:14]([OH:16])[CH2:13][CH:12]1[CH2:17][C:19]1[C:27]2[C:22](=[CH:23][C:24]([F:28])=[CH:25][CH:26]=2)[NH:21][CH:20]=1)=[O:10])[C:2]1[CH:7]=[CH:6][CH:5]=[CH:4][CH:3]=1. The catalyst class is: 1. (4) Reactant: [Br:1][C:2]1[CH:3]=[C:4]([CH:10]=[CH:11][C:12]=1[CH3:13])[C:5](OCC)=[O:6].[H-].[Al+3].[Li+].[H-].[H-].[H-].CCOCC.Cl. Product: [Br:1][C:2]1[CH:3]=[C:4]([CH2:5][OH:6])[CH:10]=[CH:11][C:12]=1[CH3:13]. The catalyst class is: 1. (5) Reactant: [Br-:1].[Br-].[Br-].C1([N+](C)(C)C)C=CC=CC=1.C1([N+](C)(C)C)C=CC=CC=1.C1([N+](C)(C)C)C=CC=CC=1.[CH2:34]([O:36][C:37](=[O:55])[C:38]1[CH:43]=[C:42]([C:44](=[O:46])[CH3:45])[CH:41]=[CH:40][C:39]=1[O:47][CH2:48][C:49]1[CH:54]=[CH:53][CH:52]=[CH:51][CH:50]=1)C.O. Product: [CH3:34][O:36][C:37](=[O:55])[C:38]1[CH:43]=[C:42]([C:44](=[O:46])[CH2:45][Br:1])[CH:41]=[CH:40][C:39]=1[O:47][CH2:48][C:49]1[CH:54]=[CH:53][CH:52]=[CH:51][CH:50]=1. The catalyst class is: 7. (6) Reactant: C(OC([N:11]1[CH2:16][CH2:15][CH2:14][C@@H:13]([C:17](=[O:27])[NH:18][CH2:19][CH2:20][C:21]2[CH:26]=[CH:25][CH:24]=[CH:23][CH:22]=2)[N:12]1[C:28](=[O:53])[C@@H:29]([N:42]1[C:50](=[O:51])[C:49]2[C:44](=[CH:45][CH:46]=[CH:47][CH:48]=2)[C:43]1=[O:52])[CH2:30][CH2:31][C:32]([O:34]CC1C=CC=CC=1)=[O:33])=O)C1C=CC=CC=1. Product: [O:51]=[C:50]1[C:49]2[C:44](=[CH:45][CH:46]=[CH:47][CH:48]=2)[C:43](=[O:52])[N:42]1[C@H:29]([C:28](=[O:53])[N:12]1[C@H:13]([C:17](=[O:27])[NH:18][CH2:19][CH2:20][C:21]2[CH:22]=[CH:23][CH:24]=[CH:25][CH:26]=2)[CH2:14][CH2:15][CH2:16][NH:11]1)[CH2:30][CH2:31][C:32]([OH:34])=[O:33]. The catalyst class is: 19. (7) Reactant: C(OC([NH:8][CH2:9][CH:10]([C:12]1([C:25]([O:27]C)=O)[CH2:17][CH2:16][N:15]([C:18]([O:20][C:21]([CH3:24])([CH3:23])[CH3:22])=[O:19])[CH2:14][CH2:13]1)[OH:11])=O)(C)(C)C.C(O)(C(F)(F)F)=O.C(=O)([O-])[O-].[K+].[K+].C([O-])(O)=O.[Na+].CC(OC(OC(OC(C)(C)C)=O)=O)(C)C. Product: [OH:11][CH:10]1[C:12]2([CH2:17][CH2:16][N:15]([C:18]([O:20][C:21]([CH3:24])([CH3:23])[CH3:22])=[O:19])[CH2:14][CH2:13]2)[C:25](=[O:27])[NH:8][CH2:9]1. The catalyst class is: 2. (8) The catalyst class is: 22. Product: [Cl:21][CH2:2][C:3]1[S:7][C:6]([CH2:8][CH2:9][C:10]2[N:11]=[C:12]([NH:15][C:16](=[O:18])[CH3:17])[S:13][CH:14]=2)=[CH:5][CH:4]=1. Reactant: O[CH2:2][C:3]1[S:7][C:6]([CH2:8][CH2:9][C:10]2[N:11]=[C:12]([NH:15][C:16](=[O:18])[CH3:17])[S:13][CH:14]=2)=[CH:5][CH:4]=1.S(Cl)([Cl:21])=O.